Regression. Given a peptide amino acid sequence and an MHC pseudo amino acid sequence, predict their binding affinity value. This is MHC class I binding data. From a dataset of Peptide-MHC class I binding affinity with 185,985 pairs from IEDB/IMGT. (1) The peptide sequence is IIYYQLAGY. The MHC is HLA-B57:01 with pseudo-sequence HLA-B57:01. The binding affinity (normalized) is 0.0847. (2) The peptide sequence is SRFLRRPAQ. The MHC is HLA-B73:01 with pseudo-sequence HLA-B73:01. The binding affinity (normalized) is 0.398. (3) The peptide sequence is VINRLGADL. The MHC is HLA-B15:01 with pseudo-sequence HLA-B15:01. The binding affinity (normalized) is 0.